Predict the product of the given reaction. From a dataset of Forward reaction prediction with 1.9M reactions from USPTO patents (1976-2016). Given the reactants Br[C:2]1[CH:7]=[C:6]([C:8]([F:11])([F:10])[F:9])[CH:5]=[CH:4][C:3]=1[O:12][CH3:13].CC1(C)C(C)(C)OB([C:22]2[CH2:23][CH2:24][N:25]([C:28]([O:30][C:31]([CH3:34])([CH3:33])[CH3:32])=[O:29])[CH2:26][CH:27]=2)O1.C(=O)([O-])[O-].[K+].[K+].ClCCl, predict the reaction product. The product is: [CH3:13][O:12][C:3]1[CH:4]=[CH:5][C:6]([C:8]([F:11])([F:10])[F:9])=[CH:7][C:2]=1[C:22]1[CH2:27][CH2:26][N:25]([C:28]([O:30][C:31]([CH3:34])([CH3:33])[CH3:32])=[O:29])[CH2:24][CH:23]=1.